This data is from HIV replication inhibition screening data with 41,000+ compounds from the AIDS Antiviral Screen. The task is: Binary Classification. Given a drug SMILES string, predict its activity (active/inactive) in a high-throughput screening assay against a specified biological target. (1) The drug is COc1cc(OC)c(C=NNC(=N)NO)c(OC)c1.Cc1ccc(S(=O)(=O)O)cc1. The result is 0 (inactive). (2) The drug is NC(=O)C(=CNC(=S)c1cccnc1)C(N)=O. The result is 0 (inactive). (3) The molecule is CCN(CC)S(=O)(=O)c1ccc(Nc2nc(Cl)nc(Cl)n2)cc1. The result is 0 (inactive). (4) The drug is Nc1c(N=O)c(=O)n(Cc2ccccc2)c(=O)n1Cc1ccccc1. The result is 0 (inactive). (5) The compound is CCCCCCCCCCCC[N+]12CC[N+](C)(CC1)CC2.[I-]. The result is 0 (inactive).